This data is from Catalyst prediction with 721,799 reactions and 888 catalyst types from USPTO. The task is: Predict which catalyst facilitates the given reaction. The catalyst class is: 10. Product: [C:23]([CH2:25][CH:26]([C:27]1([C:30]#[N:31])[CH2:29][CH2:28]1)[N:1]1[CH:5]=[C:4]([C:6]2[C:7]3[CH:14]=[CH:13][N:12]([CH2:15][O:16][CH2:17][CH2:18][Si:19]([CH3:22])([CH3:21])[CH3:20])[C:8]=3[N:9]=[CH:10][N:11]=2)[CH:3]=[N:2]1)#[N:24]. Reactant: [NH:1]1[CH:5]=[C:4]([C:6]2[C:7]3[CH:14]=[CH:13][N:12]([CH2:15][O:16][CH2:17][CH2:18][Si:19]([CH3:22])([CH3:21])[CH3:20])[C:8]=3[N:9]=[CH:10][N:11]=2)[CH:3]=[N:2]1.[C:23](/[CH:25]=[CH:26]/[C:27]1([C:30]#[N:31])[CH2:29][CH2:28]1)#[N:24].C1CCN2C(=NCCC2)CC1.